From a dataset of Catalyst prediction with 721,799 reactions and 888 catalyst types from USPTO. Predict which catalyst facilitates the given reaction. (1) Reactant: [CH3:1][O:2][C:3]1[CH:8]=[CH:7][C:6]([C:9]2[CH:17]=[CH:16][CH:15]=[C:14]3[C:10]=2[CH2:11][C:12](=[O:18])[NH:13]3)=[CH:5][CH:4]=1.[N:19]1([CH2:24][CH2:25][NH:26][C:27]([C:29]2[C:33]([CH3:34])=[C:32]([CH:35]=O)[NH:31][C:30]=2[CH3:37])=[O:28])[CH2:23][CH2:22][CH2:21][CH2:20]1. Product: [N:19]1([CH2:24][CH2:25][NH:26][C:27]([C:29]2[C:33]([CH3:34])=[C:32]([CH:35]=[C:11]3[C:10]4[C:14](=[CH:15][CH:16]=[CH:17][C:9]=4[C:6]4[CH:7]=[CH:8][C:3]([O:2][CH3:1])=[CH:4][CH:5]=4)[NH:13][C:12]3=[O:18])[NH:31][C:30]=2[CH3:37])=[O:28])[CH2:23][CH2:22][CH2:21][CH2:20]1. The catalyst class is: 360. (2) Reactant: Cl[C:2]([O:4][CH3:5])=[O:3].O1CCCC1.[NH2:11][C:12]1[C:13]([CH3:19])=[C:14]([Cl:18])[CH:15]=[CH:16][CH:17]=1. Product: [Cl:18][C:14]1[CH:15]=[CH:16][CH:17]=[C:12]([NH:11][C:2]([O:4][CH3:5])=[O:3])[C:13]=1[CH3:19]. The catalyst class is: 6. (3) Reactant: [CH2:1]([N:8]1[C:16]2[C:11](=[CH:12][CH:13]=[CH:14][CH:15]=2)[C:10]([C:17]([N:19]([CH2:21][C:22]2[CH:27]=[CH:26][C:25]([C:28]3[CH:33]=[CH:32][C:31]([O:34][CH2:35][C:36]#[N:37])=[C:30]([Br:38])[CH:29]=3)=[CH:24][CH:23]=2)[CH3:20])=[O:18])=[CH:9]1)[C:2]1[CH:7]=[CH:6][CH:5]=[CH:4][CH:3]=1.[N-:39]=[N+:40]=[N-:41].[Na+].[Cl-].[NH4+].[OH-].[Na+]. Product: [CH2:1]([N:8]1[C:16]2[C:11](=[CH:12][CH:13]=[CH:14][CH:15]=2)[C:10]([C:17]([N:19]([CH2:21][C:22]2[CH:27]=[CH:26][C:25]([C:28]3[CH:33]=[CH:32][C:31]([O:34][CH2:35][C:36]4[NH:41][N:40]=[N:39][N:37]=4)=[C:30]([Br:38])[CH:29]=3)=[CH:24][CH:23]=2)[CH3:20])=[O:18])=[CH:9]1)[C:2]1[CH:3]=[CH:4][CH:5]=[CH:6][CH:7]=1. The catalyst class is: 18. (4) Reactant: C([O:3][C:4](=O)[CH2:5][S:6][C:7]1[CH:12]=[CH:11][C:10]([CH2:13][O:14][C:15](=[O:17])[CH3:16])=[CH:9][C:8]=1[N+:18]([O-])=O)C. Product: [O:3]=[C:4]1[NH:18][C:8]2[CH:9]=[C:10]([CH2:13][O:14][C:15](=[O:17])[CH3:16])[CH:11]=[CH:12][C:7]=2[S:6][CH2:5]1. The catalyst class is: 180. (5) Reactant: IN1C(=O)CC[C:3]1=O.C(N(CC)CC)C.[OH-:16].[Na+].Cl[C:19]1[CH:24]=[C:23]([CH3:25])[CH:22]=[C:21]([OH:26])[C:20]=1[C:27]([C:29]1[CH:34]=[CH:33][C:32]([O:35][CH3:36])=[CH:31][CH:30]=1)=[O:28]. Product: [OH:16][C:19]1[CH:24]=[C:23]([CH3:25])[CH:22]=[C:21]([O:26][CH3:3])[C:20]=1[C:27]([C:29]1[CH:34]=[CH:33][C:32]([O:35][CH3:36])=[CH:31][CH:30]=1)=[O:28]. The catalyst class is: 207. (6) Reactant: C(OC(=O)[NH:10][C@@H:11]([CH2:35][OH:36])[C:12]([N:14]1[CH2:18][CH2:17][CH2:16][C@H:15]1[C:19]([N:21]1[CH2:25][CH2:24][CH2:23][C@H:22]1[C:26](=[O:34])[NH:27][C@@H:28]([CH2:32][OH:33])[C:29]([NH2:31])=[O:30])=[O:20])=[O:13])C1C=CC=CC=1. Product: [NH2:31][C:29](=[O:30])[C@@H:28]([NH:27][C:26]([C@@H:22]1[CH2:23][CH2:24][CH2:25][N:21]1[C:19]([C@@H:15]1[CH2:16][CH2:17][CH2:18][N:14]1[C:12](=[O:13])[C@@H:11]([NH2:10])[CH2:35][OH:36])=[O:20])=[O:34])[CH2:32][OH:33]. The catalyst class is: 19. (7) The catalyst class is: 13. Product: [Br:17][C:18]1[N:22]2[N:23]=[C:24]([N:27]3[CH2:28][CH2:29][N:30]([C:10](=[O:16])[S:11][CH:12]([CH3:14])[CH3:13])[CH2:31][CH2:32]3)[CH:25]=[CH:26][C:21]2=[N:20][CH:19]=1. Reactant: CCN(C(C)C)C(C)C.[C:10](=[O:16])(Cl)[S:11][CH:12]([CH3:14])[CH3:13].[Br:17][C:18]1[N:22]2[N:23]=[C:24]([N:27]3[CH2:32][CH2:31][NH:30][CH2:29][CH2:28]3)[CH:25]=[CH:26][C:21]2=[N:20][CH:19]=1. (8) Reactant: [CH:1]([C:4]1[C:5]([O:17][CH2:18][O:19][CH3:20])=[CH:6][C:7]([O:13][CH2:14][O:15][CH3:16])=[C:8]([CH:12]=1)[C:9]([OH:11])=O)([CH3:3])[CH3:2].[CH3:21][O:22][C:23]1[CH:28]=[CH:27][C:26]([NH:29][NH:30][C:31]([NH2:33])=[S:32])=[CH:25][CH:24]=1.O.ON1C2C=CC=CC=2N=N1.CN(C)CCCN=C=NCC.[Cl-].[Na+]. Product: [CH3:21][O:22][C:23]1[CH:24]=[CH:25][C:26]([N:29]([C:9](=[O:11])[C:8]2[CH:12]=[C:4]([CH:1]([CH3:2])[CH3:3])[C:5]([O:17][CH2:18][O:19][CH3:20])=[CH:6][C:7]=2[O:13][CH2:14][O:15][CH3:16])[NH:30][C:31]([NH2:33])=[S:32])=[CH:27][CH:28]=1. The catalyst class is: 9.